This data is from NCI-60 drug combinations with 297,098 pairs across 59 cell lines. The task is: Regression. Given two drug SMILES strings and cell line genomic features, predict the synergy score measuring deviation from expected non-interaction effect. (1) Drug 1: COC1=C(C=C2C(=C1)N=CN=C2NC3=CC(=C(C=C3)F)Cl)OCCCN4CCOCC4. Drug 2: C(CN)CNCCSP(=O)(O)O. Cell line: MCF7. Synergy scores: CSS=-0.565, Synergy_ZIP=-2.46, Synergy_Bliss=-7.23, Synergy_Loewe=-28.8, Synergy_HSA=-10.4. (2) Drug 1: CN1CCC(CC1)COC2=C(C=C3C(=C2)N=CN=C3NC4=C(C=C(C=C4)Br)F)OC. Drug 2: CC(CN1CC(=O)NC(=O)C1)N2CC(=O)NC(=O)C2. Cell line: UACC-257. Synergy scores: CSS=11.0, Synergy_ZIP=-0.846, Synergy_Bliss=1.48, Synergy_Loewe=-1.39, Synergy_HSA=0.676.